This data is from Full USPTO retrosynthesis dataset with 1.9M reactions from patents (1976-2016). The task is: Predict the reactants needed to synthesize the given product. (1) Given the product [N:3]1([CH:8]2[CH2:16][C:15]3[C:10](=[CH:11][CH:12]=[C:13]([O:17][C:19]4[N:20]=[CH:21][C:22]([C:25]([O:27][CH3:28])=[O:26])=[N:23][CH:24]=4)[CH:14]=3)[CH2:9]2)[CH2:7][CH2:6][CH2:5][CH2:4]1, predict the reactants needed to synthesize it. The reactants are: [H-].[Na+].[N:3]1([CH:8]2[CH2:16][C:15]3[C:10](=[CH:11][CH:12]=[C:13]([OH:17])[CH:14]=3)[CH2:9]2)[CH2:7][CH2:6][CH2:5][CH2:4]1.Cl[C:19]1[N:20]=[CH:21][C:22]([C:25]([O:27][CH3:28])=[O:26])=[N:23][CH:24]=1. (2) Given the product [Cl:8][C:4]1[CH:5]=[CH:6][CH:7]=[C:2]([Cl:1])[C:3]=1[CH2:9][O:10][C:11]1[CH:16]=[CH:15][C:14]2[C:17]3([CH2:34][O:35][C:13]=2[CH:12]=1)[CH2:22][CH2:21][N:20]([CH2:23][CH2:24][CH2:25][P:26](=[O:27])([OH:33])[OH:30])[CH2:19][CH2:18]3, predict the reactants needed to synthesize it. The reactants are: [Cl:1][C:2]1[CH:7]=[CH:6][CH:5]=[C:4]([Cl:8])[C:3]=1[CH2:9][O:10][C:11]1[CH:16]=[CH:15][C:14]2[C:17]3([CH2:34][O:35][C:13]=2[CH:12]=1)[CH2:22][CH2:21][N:20]([CH2:23][CH2:24][CH2:25][P:26](=[O:33])([O:30]CC)[O:27]CC)[CH2:19][CH2:18]3.Br[Si](C)(C)C. (3) Given the product [CH:10]1([CH2:9][NH:8][C:6]([C:5]2[CH:13]=[CH:14][C:2]([C:17]3[CH:18]=[C:19]([NH:22][C:23](=[O:35])[C:24]4[CH:29]=[CH:28][N:27]=[C:26]([N:30]5[CH2:31][CH2:32][CH2:33][CH2:34]5)[CH:25]=4)[CH:20]=[CH:21][C:16]=3[CH3:15])=[N:3][CH:4]=2)=[O:7])[CH2:12][CH2:11]1, predict the reactants needed to synthesize it. The reactants are: Cl[C:2]1[CH:14]=[CH:13][C:5]([C:6]([NH:8][CH2:9][CH:10]2[CH2:12][CH2:11]2)=[O:7])=[CH:4][N:3]=1.[CH3:15][C:16]1[CH:21]=[CH:20][C:19]([NH:22][C:23](=[O:35])[C:24]2[CH:29]=[CH:28][N:27]=[C:26]([N:30]3[CH2:34][CH2:33][CH2:32][CH2:31]3)[CH:25]=2)=[CH:18][C:17]=1B1OC(C)(C)C(C)(C)O1.C(=O)([O-])[O-].[Na+].[Na+].